Dataset: Full USPTO retrosynthesis dataset with 1.9M reactions from patents (1976-2016). Task: Predict the reactants needed to synthesize the given product. (1) Given the product [Cl:1][C:2]1[C:3]([F:25])=[N:4][C:5]([NH:20][CH2:21][CH2:22][OH:23])=[C:6]([Cl:19])[C:7]=1[O:8][C:9]1[CH:14]=[CH:13][C:12]([OH:15])=[C:11]([CH:16]([CH3:18])[CH3:17])[CH:10]=1, predict the reactants needed to synthesize it. The reactants are: [Cl:1][C:2]1[C:3]([F:25])=[N:4][C:5]([NH:20][CH2:21][C:22](O)=[O:23])=[C:6]([Cl:19])[C:7]=1[O:8][C:9]1[CH:14]=[CH:13][C:12]([OH:15])=[C:11]([CH:16]([CH3:18])[CH3:17])[CH:10]=1.CC(C[Al]CC(C)C)C. (2) Given the product [CH:1]1([N:6]2[C:11]3[N:12]=[C:13]([NH:16][CH:17]4[CH2:18][CH2:19][N:20]([S:39]([CH3:38])(=[O:41])=[O:40])[CH2:21][CH2:22]4)[N:14]=[CH:15][C:10]=3[CH:9]=[C:8]([CH2:23][C:24]3[CH:29]=[CH:28][CH:27]=[CH:26][N:25]=3)[C:7]2=[O:30])[CH2:5][CH2:4][CH2:3][CH2:2]1, predict the reactants needed to synthesize it. The reactants are: [CH:1]1([N:6]2[C:11]3[N:12]=[C:13]([NH:16][CH:17]4[CH2:22][CH2:21][NH:20][CH2:19][CH2:18]4)[N:14]=[CH:15][C:10]=3[CH:9]=[C:8]([CH2:23][C:24]3[CH:29]=[CH:28][CH:27]=[CH:26][N:25]=3)[C:7]2=[O:30])[CH2:5][CH2:4][CH2:3][CH2:2]1.C(N(CC)CC)C.[CH3:38][S:39](Cl)(=[O:41])=[O:40]. (3) Given the product [Cl:13][C:2]1[CH:7]=[CH:6][N:5]=[CH:4][C:3]=1[N+:8]([O-:10])=[O:9], predict the reactants needed to synthesize it. The reactants are: O[C:2]1[CH:7]=[CH:6][N:5]=[CH:4][C:3]=1[N+:8]([O-:10])=[O:9].P(Cl)(Cl)([Cl:13])=O. (4) Given the product [CH3:21][O:22][CH2:23][CH2:24][N:25]([CH3:33])[C:26]1[N:27]=[CH:28][C:29]([NH:32][C:14]([C:12]2[N:13]=[C:9]([C:4]3[CH:5]=[CH:6][CH:7]=[CH:8][C:3]=3[O:2][CH3:1])[O:10][C:11]=2[C:17]([F:20])([F:19])[F:18])=[O:16])=[CH:30][CH:31]=1, predict the reactants needed to synthesize it. The reactants are: [CH3:1][O:2][C:3]1[CH:8]=[CH:7][CH:6]=[CH:5][C:4]=1[C:9]1[O:10][C:11]([C:17]([F:20])([F:19])[F:18])=[C:12]([C:14]([OH:16])=O)[N:13]=1.[CH3:21][O:22][CH2:23][CH2:24][N:25]([CH3:33])[C:26]1[CH:31]=[CH:30][C:29]([NH2:32])=[CH:28][N:27]=1. (5) Given the product [CH:49]([O:51][CH2:52][CH2:53][O:54][NH:55][C:3]([C:5]1[N:13]([CH:14]2[CH2:16][CH2:15]2)[C:12]2[CH:11]=[CH:10][N:9]=[CH:8][C:7]=2[C:6]=1[NH:17][C:18]1[CH:23]=[CH:22][C:21]([I:24])=[CH:20][C:19]=1[F:25])=[O:4])=[CH2:50], predict the reactants needed to synthesize it. The reactants are: CO[C:3]([C:5]1[N:13]([CH:14]2[CH2:16][CH2:15]2)[C:12]2[CH:11]=[CH:10][N:9]=[CH:8][C:7]=2[C:6]=1[NH:17][C:18]1[CH:23]=[CH:22][C:21]([I:24])=[CH:20][C:19]=1[F:25])=[O:4].[OH-].[Na+].CCN=C=NCCCN(C)C.C1C=CC2N(O)N=NC=2C=1.[CH:49]([O:51][CH2:52][CH2:53][O:54][NH2:55])=[CH2:50].CCN(C(C)C)C(C)C. (6) Given the product [Cl:1][C:2]1[CH:3]=[CH:4][C:5]([C:8]2[N:12]([CH:13]3[CH2:14][CH2:15]3)[C:11](=[O:16])[N:10]([CH:18]([CH3:24])[C:19]([O:21][CH2:22][CH3:23])=[O:20])[CH:9]=2)=[CH:6][CH:7]=1, predict the reactants needed to synthesize it. The reactants are: [Cl:1][C:2]1[CH:7]=[CH:6][C:5]([C:8]2[N:12]([CH:13]3[CH2:15][CH2:14]3)[C:11](=[O:16])[NH:10][CH:9]=2)=[CH:4][CH:3]=1.Br[CH:18]([CH3:24])[C:19]([O:21][CH2:22][CH3:23])=[O:20].C(=O)([O-])[O-].[Cs+].[Cs+]. (7) Given the product [NH2:5][C:4]1[CH:6]=[CH:7][C:8]([O:9][C:10]2[CH:15]=[CH:14][N:13]=[C:12]3[CH:16]=[C:17]([C:20]#[N:21])[S:18][C:11]=23)=[C:2]([F:1])[CH:3]=1, predict the reactants needed to synthesize it. The reactants are: [F:1][C:2]1[CH:3]=[C:4]([CH:6]=[CH:7][C:8]=1[O:9][C:10]1[CH:15]=[CH:14][N:13]=[C:12]2[CH:16]=[C:17](I)[S:18][C:11]=12)[NH2:5].[C:20]([Cu])#[N:21].[C-]#N.[Na+].